Dataset: Full USPTO retrosynthesis dataset with 1.9M reactions from patents (1976-2016). Task: Predict the reactants needed to synthesize the given product. (1) Given the product [Cl:1][C:2]1[C:10]([F:11])=[CH:9][CH:8]=[CH:7][C:3]=1[C:4]([NH:18][CH2:17][CH:16]([N:19]1[CH:24]=[CH:23][C:22]([C:25]([F:28])([F:27])[F:26])=[N:21][CH2:20]1)[CH2:15][CH:12]1[CH2:14][CH2:13]1)=[O:6], predict the reactants needed to synthesize it. The reactants are: [Cl:1][C:2]1[C:10]([F:11])=[CH:9][CH:8]=[CH:7][C:3]=1[C:4]([OH:6])=O.[CH:12]1([CH2:15][CH:16]([N:19]2[CH:24]=[CH:23][C:22]([C:25]([F:28])([F:27])[F:26])=[N:21][CH2:20]2)[CH2:17][NH2:18])[CH2:14][CH2:13]1. (2) Given the product [O:42]=[C:33]1[C:34]2[C:35](=[CH:38][CH:39]=[CH:40][CH:41]=2)[C:36](=[O:37])[N:32]1[O:1][CH2:2][CH2:3][NH:4][C:5](=[O:11])[O:6][C:7]([CH3:8])([CH3:10])[CH3:9], predict the reactants needed to synthesize it. The reactants are: [OH:1][CH2:2][CH2:3][NH:4][C:5](=[O:11])[O:6][C:7]([CH3:10])([CH3:9])[CH3:8].C1(P(C2C=CC=CC=2)C2C=CC=CC=2)C=CC=CC=1.O[N:32]1[C:36](=[O:37])[C:35]2=[CH:38][CH:39]=[CH:40][CH:41]=[C:34]2[C:33]1=[O:42].N(C(OCC)=O)=NC(OCC)=O.